From a dataset of Forward reaction prediction with 1.9M reactions from USPTO patents (1976-2016). Predict the product of the given reaction. Given the reactants [F:1][C:2]1[C:31]([N:32]2[CH2:38][CH2:37][CH2:36][N:35]([CH3:39])[CH2:34][CH2:33]2)=[CH:30][C:5]2[NH:6][C:7]([C:9]3[C:13]([NH:14][C:15](=[O:23])[N:16]([CH:20]([CH3:22])[CH3:21])[CH:17]([CH3:19])[CH3:18])=[CH:12][N:11](C4CCCCO4)[N:10]=3)=[N:8][C:4]=2[CH:3]=1.Cl, predict the reaction product. The product is: [F:1][C:2]1[C:31]([N:32]2[CH2:38][CH2:37][CH2:36][N:35]([CH3:39])[CH2:34][CH2:33]2)=[CH:30][C:5]2[NH:6][C:7]([C:9]3[C:13]([NH:14][C:15](=[O:23])[N:16]([CH:17]([CH3:18])[CH3:19])[CH:20]([CH3:22])[CH3:21])=[CH:12][NH:11][N:10]=3)=[N:8][C:4]=2[CH:3]=1.